Dataset: Peptide-MHC class II binding affinity with 134,281 pairs from IEDB. Task: Regression. Given a peptide amino acid sequence and an MHC pseudo amino acid sequence, predict their binding affinity value. This is MHC class II binding data. The peptide sequence is APTGMFVAAAKYMVI. The MHC is DRB1_0701 with pseudo-sequence DRB1_0701. The binding affinity (normalized) is 0.876.